From a dataset of Experimental lipophilicity measurements (octanol/water distribution) for 4,200 compounds from AstraZeneca. Regression/Classification. Given a drug SMILES string, predict its absorption, distribution, metabolism, or excretion properties. Task type varies by dataset: regression for continuous measurements (e.g., permeability, clearance, half-life) or binary classification for categorical outcomes (e.g., BBB penetration, CYP inhibition). For this dataset (lipophilicity_astrazeneca), we predict Y. (1) The compound is Cc1cnc(Nc2ccc(OCC(O)CN(C)C)cc2)nc1Nc1ccccc1. The Y is 2.00 logD. (2) The drug is O=C(O)c1ccc(NC(=O)c2cc(OCc3ccccc3F)cc(OCc3ccccc3F)c2)nc1. The Y is 3.00 logD.